Predict the reactants needed to synthesize the given product. From a dataset of Full USPTO retrosynthesis dataset with 1.9M reactions from patents (1976-2016). (1) Given the product [F:1][C:2]1[CH:7]=[CH:6][C:5]([C:8]2[CH2:9][CH2:10][CH2:11][C:12]3[CH:25]=[C:24]([O:26][CH3:27])[CH:23]=[CH:22][C:13]=3[C:14]=2[CH2:15][CH2:16][CH2:17][CH2:18][CH2:19][CH2:20][OH:21])=[CH:4][C:3]=1[O:28][CH3:29], predict the reactants needed to synthesize it. The reactants are: [F:1][C:2]1[CH:7]=[CH:6][C:5]([C:8]2[CH2:9][CH2:10][CH2:11][C:12]3[CH:25]=[C:24]([O:26][CH3:27])[CH:23]=[CH:22][C:13]=3[C:14]=2[C:15]#[C:16][CH2:17][CH2:18][CH2:19][CH2:20][OH:21])=[CH:4][C:3]=1[O:28][CH3:29]. (2) The reactants are: [Cl:1][C:2]1[C:10]2[C:9]3[CH2:11][N:12]([CH2:22][CH2:23][N:24]4[CH2:29][CH2:28][CH2:27][CH2:26][CH2:25]4)[C:13](=[O:21])[C@H:14]([CH2:16][C:17]([O:19]C)=[O:18])[CH2:15][C:8]=3[CH:7]=[C:6]([Cl:30])[C:5]=2[NH:4][N:3]=1.O1CCCC1.CO.O.O.[OH-].[Li+]. Given the product [Cl:1][C:2]1[C:10]2[C:9]3[CH2:11][N:12]([CH2:22][CH2:23][N:24]4[CH2:25][CH2:26][CH2:27][CH2:28][CH2:29]4)[C:13](=[O:21])[C@H:14]([CH2:16][C:17]([OH:19])=[O:18])[CH2:15][C:8]=3[CH:7]=[C:6]([Cl:30])[C:5]=2[NH:4][N:3]=1, predict the reactants needed to synthesize it. (3) Given the product [CH3:22][O:23][C:24]1[CH:25]=[C:26]([CH:43]=[CH:44][C:45]=1[O:46][CH3:47])[CH2:27][CH:28]1[C:34]2[CH:35]=[C:36]([O:41][CH3:42])[C:37]([O:39][CH3:40])=[CH:38][C:33]=2[CH2:32][CH2:31][CH2:30][N:29]1[CH2:2][C:3]([NH:21][CH:14]1[C:15]2[C:20](=[CH:19][CH:18]=[CH:17][CH:16]=2)[CH:12]([C:6]2[CH:7]=[CH:8][CH:9]=[CH:10][CH:11]=2)[CH2:13]1)=[O:4], predict the reactants needed to synthesize it. The reactants are: Br[CH2:2][C:3](Br)=[O:4].[C:6]1([CH:12]2[C:20]3[C:15](=[CH:16][CH:17]=[CH:18][CH:19]=3)[CH:14]([NH2:21])[CH2:13]2)[CH:11]=[CH:10][CH:9]=[CH:8][CH:7]=1.[CH3:22][O:23][C:24]1[CH:25]=[C:26]([CH:43]=[CH:44][C:45]=1[O:46][CH3:47])[CH2:27][CH:28]1[C:34]2[CH:35]=[C:36]([O:41][CH3:42])[C:37]([O:39][CH3:40])=[CH:38][C:33]=2[CH2:32][CH2:31][CH2:30][NH:29]1. (4) Given the product [CH3:54][N:53]([CH3:55])[C:50]1[CH:51]=[CH:52][C:47]([NH:46][C:43](=[O:45])[CH2:42][C:39]2[CH:38]=[CH:37][C:36]([O:35][C:26]3[C:25]4[C:30](=[CH:31][C:32]([O:33][CH3:34])=[C:23]([O:22][CH3:21])[CH:24]=4)[N:29]=[CH:28][N:27]=3)=[CH:41][CH:40]=2)=[N:48][CH:49]=1, predict the reactants needed to synthesize it. The reactants are: Cl.CN(C)CCCN=C=NCC.OC1C=CC=C[N+]=1[O-].[CH3:21][O:22][C:23]1[CH:24]=[C:25]2[C:30](=[CH:31][C:32]=1[O:33][CH3:34])[N:29]=[CH:28][N:27]=[C:26]2[O:35][C:36]1[CH:41]=[CH:40][C:39]([CH2:42][C:43]([OH:45])=O)=[CH:38][CH:37]=1.[NH2:46][C:47]1[CH:52]=[CH:51][C:50]([N:53]([CH3:55])[CH3:54])=[CH:49][N:48]=1.C(N(C(C)C)CC)(C)C.CO[C@@H]1[C@@H](C(OC)=O)[C@@H]2[C@@H](CN3[C@H](C2)C2NC4C=C(OC)C=CC=4C=2CC3)C[C@H]1OC(C1C=C(OC)C(OC)=C(OC)C=1)=O. (5) The reactants are: Cl.[CH2:2]1[C:11]2[C:6](=[CH:7][CH:8]=[CH:9][CH:10]=2)[CH2:5][CH2:4][N:3]1[NH2:12].C(N(CC)CC)C.Cl[C:21]([O:23][C:24]1[CH:29]=[CH:28][CH:27]=[CH:26][C:25]=1[Br:30])=[O:22].O. Given the product [Br:30][C:25]1[CH:26]=[CH:27][CH:28]=[CH:29][C:24]=1[O:23][C:21](=[O:22])[NH:12][N:3]1[CH2:4][CH2:5][C:6]2[C:11](=[CH:10][CH:9]=[CH:8][CH:7]=2)[CH2:2]1, predict the reactants needed to synthesize it.